Dataset: Full USPTO retrosynthesis dataset with 1.9M reactions from patents (1976-2016). Task: Predict the reactants needed to synthesize the given product. (1) Given the product [C:1]([C:5]1[C:6]([O:21][CH2:24][C:25]2[N:29]([CH3:30])[N:28]=[CH:27][N:26]=2)=[N:7][N:8]2[C:13]=1[CH:12]=[N:11][N:10]=[C:9]2[C:14]1[CH:18]=[C:17]([CH2:19][OH:20])[O:16][N:15]=1)([CH3:4])([CH3:2])[CH3:3], predict the reactants needed to synthesize it. The reactants are: [C:1]([C:5]1[C:6]([OH:21])=[N:7][N:8]2[C:13]=1[CH:12]=[N:11][N:10]=[C:9]2[C:14]1[CH:18]=[C:17]([CH2:19][OH:20])[O:16][N:15]=1)([CH3:4])([CH3:3])[CH3:2].Cl.Cl[CH2:24][C:25]1[N:29]([CH3:30])[N:28]=[CH:27][N:26]=1.C(=O)([O-])[O-].[K+].[K+]. (2) Given the product [CH3:1][C:2]1[CH:3]=[CH:4][C:5]([N+:9]([O-:11])=[O:10])=[C:6]([NH:7][N:13]=[C:18]([CH3:17])[C:19]([O:21][CH2:22][CH3:23])=[O:20])[CH:8]=1, predict the reactants needed to synthesize it. The reactants are: [CH3:1][C:2]1[CH:3]=[CH:4][C:5]([N+:9]([O-:11])=[O:10])=[C:6]([CH:8]=1)[NH2:7].Cl.[N:13]([O-])=O.[Na+].[CH3:17][CH:18](C(C)=O)[C:19]([O:21][CH2:22][CH3:23])=[O:20].[OH-].[K+]. (3) Given the product [Cl:1][C:2]1[CH:3]=[C:4]([C:8]2[N:12]3[N:13]=[C:14]([NH:17][C@H:18]4[CH2:19][CH2:20][C@H:21]([CH2:24][C:25]#[N:26])[CH2:22][CH2:23]4)[CH:15]=[CH:16][C:11]3=[N:10][CH:9]=2)[CH:5]=[CH:6][CH:7]=1, predict the reactants needed to synthesize it. The reactants are: [Cl:1][C:2]1[CH:3]=[C:4]([C:8]2[N:12]3[N:13]=[C:14]([NH:17][CH:18]4[CH2:23][CH2:22][C:21](=[CH:24][C:25]#[N:26])[CH2:20][CH2:19]4)[CH:15]=[CH:16][C:11]3=[N:10][CH:9]=2)[CH:5]=[CH:6][CH:7]=1. (4) Given the product [CH3:20][O:13][C:12]([C:7]1[NH:8][C:9]2[C:5]([CH:6]=1)=[CH:4][C:3]([O:2][CH3:1])=[CH:11][CH:10]=2)=[O:14], predict the reactants needed to synthesize it. The reactants are: [CH3:1][O:2][C:3]1[CH:4]=[C:5]2[C:9](=[CH:10][CH:11]=1)[NH:8][C:7]([C:12]([OH:14])=[O:13])=[CH:6]2.S(=O)(=O)(O)O.[CH3:20]O. (5) Given the product [Br:1][C:2]1[CH:7]=[CH:6][C:5]([CH2:8][C:9]([NH:28][C:27]2[CH:29]=[CH:30][C:24]([CH2:23][C:22]([CH3:35])([CH3:36])[CH2:21][O:20][Si:13]([C:16]([CH3:17])([CH3:18])[CH3:19])([CH3:14])[CH3:15])=[C:25]([C:31]([F:34])([F:32])[F:33])[CH:26]=2)=[O:11])=[CH:4][C:3]=1[F:12], predict the reactants needed to synthesize it. The reactants are: [Br:1][C:2]1[CH:7]=[CH:6][C:5]([CH2:8][C:9]([OH:11])=O)=[CH:4][C:3]=1[F:12].[Si:13]([O:20][CH2:21][C:22]([CH3:36])([CH3:35])[CH2:23][C:24]1[CH:30]=[CH:29][C:27]([NH2:28])=[CH:26][C:25]=1[C:31]([F:34])([F:33])[F:32])([C:16]([CH3:19])([CH3:18])[CH3:17])([CH3:15])[CH3:14].C(N(C(C)C)C(C)C)C.O.N1(O)C2C=CC=CC=2N=N1.Cl.C(N=C=NCCCN(C)C)C. (6) Given the product [CH3:48][O:47][CH2:46][CH2:45][O:44][C:42]([N:27]1[C:17]2[N:18]=[C:19]([N:21]3[CH2:26][CH2:25][O:24][CH2:23][CH2:22]3)[N:20]=[C:15]([C:12]3[CH:11]=[N:10][C:9]([NH2:8])=[N:14][CH:13]=3)[C:16]=2[CH2:29][CH2:28]1)=[O:43], predict the reactants needed to synthesize it. The reactants are: COC1C=CC(C[N:8](CC2C=CC(OC)=CC=2)[C:9]2[N:14]=[CH:13][C:12]([C:15]3[C:16]4[CH2:29][CH2:28][NH:27][C:17]=4[N:18]=[C:19]([N:21]4[CH2:26][CH2:25][O:24][CH2:23][CH2:22]4)[N:20]=3)=[CH:11][N:10]=2)=CC=1.Cl[C:42]([O:44][CH2:45][CH2:46][O:47][CH3:48])=[O:43].